This data is from Peptide-MHC class I binding affinity with 185,985 pairs from IEDB/IMGT. The task is: Regression. Given a peptide amino acid sequence and an MHC pseudo amino acid sequence, predict their binding affinity value. This is MHC class I binding data. (1) The peptide sequence is VFCNDHKGNR. The MHC is HLA-A31:01 with pseudo-sequence HLA-A31:01. The binding affinity (normalized) is 0.440. (2) The peptide sequence is EYKKSLYKF. The MHC is HLA-B15:09 with pseudo-sequence HLA-B15:09. The binding affinity (normalized) is 0.0847. (3) The peptide sequence is TPSVKVCIV. The MHC is HLA-B15:01 with pseudo-sequence HLA-B15:01. The binding affinity (normalized) is 0.0847. (4) The binding affinity (normalized) is 0.0847. The MHC is HLA-B58:01 with pseudo-sequence HLA-B58:01. The peptide sequence is YRKPSGGVF. (5) The binding affinity (normalized) is 0.334. The MHC is Mamu-A11 with pseudo-sequence Mamu-A11. The peptide sequence is VELLSFLPSDF. (6) The peptide sequence is SNAAIGAVF. The MHC is HLA-B15:01 with pseudo-sequence HLA-B15:01. The binding affinity (normalized) is 0.598. (7) The peptide sequence is YPLTFGWCY. The MHC is HLA-B15:01 with pseudo-sequence HLA-B15:01. The binding affinity (normalized) is 0.0244. (8) The peptide sequence is RRFDTFKAF. The MHC is HLA-B39:01 with pseudo-sequence HLA-B39:01. The binding affinity (normalized) is 0.0847.